From a dataset of Full USPTO retrosynthesis dataset with 1.9M reactions from patents (1976-2016). Predict the reactants needed to synthesize the given product. (1) Given the product [C:3]([O:7][C:8]([N:10]1[CH2:11][CH2:12][N:13]([C:16]2[C:24]([Cl:25])=[CH:23][CH:22]=[C:21]3[C:17]=2[CH:18]=[CH:19][N:20]3[S:33]([C:29]2[CH:30]=[CH:31][CH:32]=[C:27]([Cl:26])[CH:28]=2)(=[O:35])=[O:34])[CH2:14][CH2:15]1)=[O:9])([CH3:6])([CH3:4])[CH3:5], predict the reactants needed to synthesize it. The reactants are: [H-].[Na+].[C:3]([O:7][C:8]([N:10]1[CH2:15][CH2:14][N:13]([C:16]2[C:24]([Cl:25])=[CH:23][CH:22]=[C:21]3[C:17]=2[CH:18]=[CH:19][NH:20]3)[CH2:12][CH2:11]1)=[O:9])([CH3:6])([CH3:5])[CH3:4].[Cl:26][C:27]1[CH:28]=[C:29]([S:33](Cl)(=[O:35])=[O:34])[CH:30]=[CH:31][CH:32]=1. (2) Given the product [C:2]([C:3]1[S:12][C:13](=[NH:14])[N:8]([CH2:9][CH2:10][OH:11])[CH:4]=1)([CH3:7])([CH3:6])[CH3:1], predict the reactants needed to synthesize it. The reactants are: [CH3:1][C:2]([CH3:7])([CH3:6])[CH2:3][CH:4]=O.[NH2:8][CH2:9][CH2:10][OH:11].[S-:12][C:13]#[N:14].[K+].II. (3) Given the product [ClH:18].[NH2:12][C:5]1[C:4]([CH3:15])=[CH:3][C:2]([OH:1])=[CH:11][C:6]=1[C:7]([O:9][CH3:10])=[O:8].[ClH:18].[NH2:12][C:5]1[C:4]([CH3:15])=[CH:3][C:2]([OH:1])=[CH:11][C:6]=1[C:7]([OH:9])=[O:8], predict the reactants needed to synthesize it. The reactants are: [OH:1][C:2]1[CH:3]=[C:4]([CH3:15])[C:5]([N+:12]([O-])=O)=[C:6]([CH:11]=1)[C:7]([O:9][CH3:10])=[O:8].[H][H].[ClH:18].O1CCOCC1. (4) Given the product [N:18]1[CH:19]=[CH:20][CH:21]=[CH:22][C:17]=1[CH2:16][N:1]1[C:9]2[C:4](=[CH:5][CH:6]=[CH:7][CH:8]=2)[C:3]([C:10]([O:12][CH2:13][CH3:14])=[O:11])=[N:2]1, predict the reactants needed to synthesize it. The reactants are: [NH:1]1[C:9]2[C:4](=[CH:5][CH:6]=[CH:7][CH:8]=2)[C:3]([C:10]([O:12][CH2:13][CH3:14])=[O:11])=[N:2]1.Br[CH2:16][C:17]1[CH:22]=[CH:21][CH:20]=[CH:19][N:18]=1. (5) Given the product [Cl:6][C:7]1[CH:17]=[CH:16][C:10]([C@@H:11]([C:1](=[O:5])[CH2:2][CH2:3][CH3:4])[CH2:12][N+:13]([O-:15])=[O:14])=[CH:9][CH:8]=1, predict the reactants needed to synthesize it. The reactants are: [CH:1](=[O:5])[CH2:2][CH2:3][CH3:4].[Cl:6][C:7]1[CH:17]=[CH:16][C:10](/[CH:11]=[CH:12]/[N+:13]([O-:15])=[O:14])=[CH:9][CH:8]=1.CCOCC.[Na+].[Cl-].